From a dataset of Full USPTO retrosynthesis dataset with 1.9M reactions from patents (1976-2016). Predict the reactants needed to synthesize the given product. (1) Given the product [C:4]([O:3][C:1]([N:8]1[CH2:9][CH2:10][N:11]([C:21]2[CH:20]=[CH:19][C:16]([C:17]#[N:18])=[C:15]([F:14])[C:22]=2[F:23])[CH2:12][CH2:13]1)=[O:2])([CH3:7])([CH3:6])[CH3:5], predict the reactants needed to synthesize it. The reactants are: [C:1]([N:8]1[CH2:13][CH2:12][NH:11][CH2:10][CH2:9]1)([O:3][C:4]([CH3:7])([CH3:6])[CH3:5])=[O:2].[F:14][C:15]1[C:22]([F:23])=[C:21](F)[CH:20]=[CH:19][C:16]=1[C:17]#[N:18]. (2) Given the product [Cl:1][C:2]1[CH:8]=[CH:7][C:5]([NH:6][C:25](=[O:26])[C:24]2[CH:28]=[CH:29][C:21]([N:16]([CH3:15])[S:17]([CH3:20])(=[O:19])=[O:18])=[CH:22][CH:23]=2)=[CH:4][C:3]=1[C:9]1[CH:14]=[CH:13][CH:12]=[CH:11][N:10]=1, predict the reactants needed to synthesize it. The reactants are: [Cl:1][C:2]1[CH:8]=[CH:7][C:5]([NH2:6])=[CH:4][C:3]=1[C:9]1[CH:14]=[CH:13][CH:12]=[CH:11][N:10]=1.[CH3:15][N:16]([C:21]1[CH:29]=[CH:28][C:24]([C:25](O)=[O:26])=[CH:23][CH:22]=1)[S:17]([CH3:20])(=[O:19])=[O:18]. (3) Given the product [CH3:51][N:49]([CH3:50])[CH2:48][CH2:47][O:13][C:11](=[O:12])[C@@:10]([CH2:15][OH:16])([CH3:14])[CH2:9][C@H:8]([NH2:17])[CH2:7][C:4]1[CH:5]=[CH:6][C:1]([C:25]2[CH:30]=[CH:29][CH:28]=[CH:27][CH:26]=2)=[CH:2][CH:3]=1, predict the reactants needed to synthesize it. The reactants are: [C:1]1([C:25]2[CH:30]=[CH:29][CH:28]=[CH:27][CH:26]=2)[CH:6]=[CH:5][C:4]([CH2:7][C@@H:8]([NH:17]C(OC(C)(C)C)=O)[CH2:9][C@:10]([CH2:15][OH:16])([CH3:14])[C:11]([OH:13])=[O:12])=[CH:3][CH:2]=1.C1C=CC2N(O)N=NC=2C=1.CCN=C=NC[CH2:47][CH2:48][N:49]([CH3:51])[CH3:50].CN(CCO)C.CC#N.Cl.O1CCOCC1. (4) Given the product [Cl:15][C:13]1[CH:14]=[CH:9][C:1]([O:4][C:5]2[CH:3]=[CH:2][C:1]([OH:4])=[C:7]([CH2:7][CH:6]=[CH2:5])[CH:6]=2)=[CH:2][CH:3]=1, predict the reactants needed to synthesize it. The reactants are: [CH2:1]([O:4][CH2:5][CH:6]=[CH2:7])[CH:2]=[CH2:3].Cl[C:9]1[CH:14]=[C:13]([Cl:15])C=C(Cl)C=1.